Task: Predict the reaction yield, written as a fraction of the theoretical maximum amount of product (1.0 means a 100% yield; for example, 0.34 means a 34% yield).. Dataset: Reaction yield outcomes from USPTO patents with 853,638 reactions (1) The reactants are [CH3:1][O:2][C:3]([C:5]1[C:9]([NH:10][C:11](=[O:21])[CH2:12][O:13][C:14]2[CH:19]=[CH:18][C:17](I)=[CH:16][CH:15]=2)=[CH:8][S:7][CH:6]=1)=[O:4].[F:22][C:23]1[CH:28]=[CH:27][C:26](B(O)O)=[CH:25][CH:24]=1.C(=O)([O-])[O-].[Cs+].[Cs+]. The catalyst is O1CCCC1.O.C(OCC)(=O)C.C1C=CC([P]([Pd]([P](C2C=CC=CC=2)(C2C=CC=CC=2)C2C=CC=CC=2)([P](C2C=CC=CC=2)(C2C=CC=CC=2)C2C=CC=CC=2)[P](C2C=CC=CC=2)(C2C=CC=CC=2)C2C=CC=CC=2)(C2C=CC=CC=2)C2C=CC=CC=2)=CC=1. The product is [CH3:1][O:2][C:3]([C:5]1[C:9]([NH:10][C:11](=[O:21])[CH2:12][O:13][C:14]2[CH:19]=[CH:18][C:17]([C:26]3[CH:27]=[CH:28][C:23]([F:22])=[CH:24][CH:25]=3)=[CH:16][CH:15]=2)=[CH:8][S:7][CH:6]=1)=[O:4]. The yield is 0.990. (2) The reactants are [F:1][C:2]1[CH:7]=[C:6]([C:8]2[C:9]3[C:10]4[CH:24]=[CH:23][S:22][C:11]=4[C:12](=[O:21])[NH:13][C:14]=3[C:15]([CH3:20])=[CH:16][C:17]=2[O:18][CH3:19])[CH:5]=[CH:4][C:3]=1[CH:25]([CH3:36])[CH2:26][N:27](C)[C:28](=O)OC(C)(C)C.[ClH:37]. The catalyst is CCOCC. The product is [ClH:37].[F:1][C:2]1[CH:7]=[C:6]([C:8]2[C:9]3[C:10]4[CH:24]=[CH:23][S:22][C:11]=4[C:12](=[O:21])[NH:13][C:14]=3[C:15]([CH3:20])=[CH:16][C:17]=2[O:18][CH3:19])[CH:5]=[CH:4][C:3]=1[CH:25]([CH3:36])[CH2:26][NH:27][CH3:28]. The yield is 0.930.